This data is from Forward reaction prediction with 1.9M reactions from USPTO patents (1976-2016). The task is: Predict the product of the given reaction. Given the reactants [Br:1][C:2]1[CH:3]=[CH:4][C:5]([F:22])=[C:6]([C:8](=O)[C:9]([F:20])([F:19])[CH2:10][O:11][Si:12]([C:15]([CH3:18])([CH3:17])[CH3:16])([CH3:14])[CH3:13])[CH:7]=1.[CH3:23][C:24]([S:27]([NH2:30])(=O)=[O:28])([CH3:26])[CH3:25], predict the reaction product. The product is: [Br:1][C:2]1[CH:3]=[CH:4][C:5]([F:22])=[C:6]([C:8](=[N:30][S:27]([C:24]([CH3:26])([CH3:25])[CH3:23])=[O:28])[C:9]([F:20])([F:19])[CH2:10][O:11][Si:12]([C:15]([CH3:18])([CH3:17])[CH3:16])([CH3:14])[CH3:13])[CH:7]=1.